This data is from Full USPTO retrosynthesis dataset with 1.9M reactions from patents (1976-2016). The task is: Predict the reactants needed to synthesize the given product. Given the product [CH2:1]([N:8]1[CH2:13][CH2:12][CH:11]([C:14]([NH:16][C:17]2[CH:22]=[CH:21][C:20]([CH2:23][NH:24][C:25]3[C:34]4[C:29](=[CH:30][C:31]([CH3:35])=[CH:32][CH:33]=4)[N:28]=[C:27]([N:40]4[CH2:41][CH2:42][NH:37][CH:38]([CH2:43][CH2:44][OH:45])[CH2:39]4)[N:26]=3)=[CH:19][CH:18]=2)=[O:15])[CH2:10][CH2:9]1)[C:2]1[CH:7]=[CH:6][CH:5]=[CH:4][CH:3]=1, predict the reactants needed to synthesize it. The reactants are: [CH2:1]([N:8]1[CH2:13][CH2:12][CH:11]([C:14]([NH:16][C:17]2[CH:22]=[CH:21][C:20]([CH2:23][NH:24][C:25]3[C:34]4[C:29](=[CH:30][C:31]([CH3:35])=[CH:32][CH:33]=4)[N:28]=[C:27](Cl)[N:26]=3)=[CH:19][CH:18]=2)=[O:15])[CH2:10][CH2:9]1)[C:2]1[CH:7]=[CH:6][CH:5]=[CH:4][CH:3]=1.[NH:37]1[CH2:42][CH2:41][NH:40][CH2:39][CH:38]1[CH2:43][CH2:44][OH:45].